This data is from Forward reaction prediction with 1.9M reactions from USPTO patents (1976-2016). The task is: Predict the product of the given reaction. (1) Given the reactants [NH2:1][C:2]1[CH:3]=[C:4]([C:11]2[C:19]3[NH:18][C:17](=[O:20])[NH:16][C:15]=3[CH:14]=[C:13]([C:21]3[C:22]([CH3:27])=[N:23][O:24][C:25]=3[CH3:26])[CH:12]=2)[C:5]([CH:8]2[CH2:10][CH2:9]2)=[N:6][CH:7]=1.N([O:30][C:31](C)(C)[CH3:32])=O, predict the reaction product. The product is: [CH:8]1([C:5]2[N:6]=[CH:7][C:2]([NH:1][C:31](=[O:30])[CH3:32])=[CH:3][C:4]=2[C:11]2[C:19]3[NH:18][C:17](=[O:20])[NH:16][C:15]=3[CH:14]=[C:13]([C:21]3[C:22]([CH3:27])=[N:23][O:24][C:25]=3[CH3:26])[CH:12]=2)[CH2:9][CH2:10]1. (2) Given the reactants [Cl:1][C:2]1[CH:3]=[C:4]([NH:16][C:17]2[C:18]3[N:25]([CH2:26][CH2:27][NH:28]C(=O)OC(C)(C)C)[CH:24]=[CH:23][C:19]=3[N:20]=[CH:21][N:22]=2)[CH:5]=[CH:6][C:7]=1[O:8][C:9]1[CH:10]=[N:11][CH:12]=[C:13]([Cl:15])[CH:14]=1, predict the reaction product. The product is: [ClH:1].[ClH:1].[ClH:1].[NH2:28][CH2:27][CH2:26][N:25]1[C:18]2[C:17]([NH:16][C:4]3[CH:5]=[CH:6][C:7]([O:8][C:9]4[CH:10]=[N:11][CH:12]=[C:13]([Cl:15])[CH:14]=4)=[C:2]([Cl:1])[CH:3]=3)=[N:22][CH:21]=[N:20][C:19]=2[CH:23]=[CH:24]1. (3) Given the reactants Cl.[Cl:2][C:3]1[CH:8]=[CH:7][C:6]([C@H:9]2[N:16]3[C:12]([S:13][C:14]([C:20]([N:22]([CH2:44][CH3:45])[C@@H:23]4[CH2:27][N:26](C(OC(C)(C)C)=O)[C@H:25]([CH2:35][O:36][Si](C(C)(C)C)(C)C)[CH2:24]4)=[O:21])=[C:15]3[CH:17]([CH3:19])[CH3:18])=[N:11][C@:10]2([C:47]2[CH:52]=[CH:51][C:50]([Cl:53])=[CH:49][CH:48]=2)[CH3:46])=[CH:5][CH:4]=1.[OH-].[Na+], predict the reaction product. The product is: [Cl:2][C:3]1[CH:4]=[CH:5][C:6]([C@H:9]2[N:16]3[C:12]([S:13][C:14]([C:20]([N:22]([CH2:44][CH3:45])[C@H:23]4[CH2:24][C@@H:25]([CH2:35][OH:36])[NH:26][CH2:27]4)=[O:21])=[C:15]3[CH:17]([CH3:19])[CH3:18])=[N:11][C@:10]2([C:47]2[CH:48]=[CH:49][C:50]([Cl:53])=[CH:51][CH:52]=2)[CH3:46])=[CH:7][CH:8]=1. (4) Given the reactants C(OC(=O)[NH:7][C@@:8]([CH2:14][CH2:15][C:16]1[CH:21]=[CH:20][C:19]([O:22][CH2:23][CH2:24][CH2:25][CH2:26][CH2:27][CH2:28][CH3:29])=[CH:18][CH:17]=1)([CH3:13])[C@H:9]([OH:12])[CH2:10][CH3:11])(C)(C)C.[C:31]([OH:37])([C:33]([F:36])([F:35])[F:34])=[O:32], predict the reaction product. The product is: [NH2:7][C@:8]([CH3:13])([CH2:14][CH2:15][C:16]1[CH:17]=[CH:18][C:19]([O:22][CH2:23][CH2:24][CH2:25][CH2:26][CH2:27][CH2:28][CH3:29])=[CH:20][CH:21]=1)[C@H:9]([OH:12])[CH2:10][CH3:11].[F:34][C:33]([F:36])([F:35])[C:31]([O-:37])=[O:32]. (5) Given the reactants [F:1][C:2]1[C:7]([F:8])=[CH:6][CH:5]=[CH:4][C:3]=1[C@@:9]([NH:18][S@@](C(C)(C)C)=O)([CH2:11][C@H:12]([OH:17])[C:13]([F:16])([F:15])[F:14])[CH3:10].CO.Cl.O1CCOCC1, predict the reaction product. The product is: [NH2:18][C@@:9]([C:3]1[CH:4]=[CH:5][CH:6]=[C:7]([F:8])[C:2]=1[F:1])([CH3:10])[CH2:11][C@H:12]([OH:17])[C:13]([F:14])([F:15])[F:16]. (6) Given the reactants [OH-].[Na+:2].[OH:3][C:4]1[CH:5]=[C:6]([C:10]2[CH:18]=[CH:17][C:13]([C:14]([OH:16])=[O:15])=[C:12]([NH:19][C:20]([C:22]3[CH:23]=[N:24][CH:25]=[C:26]([C:28]4[CH:33]=[CH:32][CH:31]=[CH:30][CH:29]=4)[CH:27]=3)=[O:21])[CH:11]=2)[CH:7]=[CH:8][CH:9]=1, predict the reaction product. The product is: [OH:3][C:4]1[CH:5]=[C:6]([C:10]2[CH:18]=[CH:17][C:13]([C:14]([O-:16])=[O:15])=[C:12]([NH:19][C:20]([C:22]3[CH:23]=[N:24][CH:25]=[C:26]([C:28]4[CH:29]=[CH:30][CH:31]=[CH:32][CH:33]=4)[CH:27]=3)=[O:21])[CH:11]=2)[CH:7]=[CH:8][CH:9]=1.[Na+:2].